Regression/Classification. Given a drug SMILES string, predict its absorption, distribution, metabolism, or excretion properties. Task type varies by dataset: regression for continuous measurements (e.g., permeability, clearance, half-life) or binary classification for categorical outcomes (e.g., BBB penetration, CYP inhibition). Dataset: b3db_classification. From a dataset of Blood-brain barrier permeability classification from the B3DB database. (1) The compound is CC(=O)Oc1cc(C)c(OC(C)=O)c2ccccc12. The result is 0 (does not penetrate BBB). (2) The drug is CCN(CC)C(=O)[C@H]1CN2CCc3cc(OC)c(OC)cc3[C@H]2C[C@H]1OC(C)=O. The result is 1 (penetrates BBB).